This data is from Peptide-MHC class II binding affinity with 134,281 pairs from IEDB. The task is: Regression. Given a peptide amino acid sequence and an MHC pseudo amino acid sequence, predict their binding affinity value. This is MHC class II binding data. The peptide sequence is NGSAEVHRGAVPRRG. The MHC is HLA-DQA10102-DQB10602 with pseudo-sequence HLA-DQA10102-DQB10602. The binding affinity (normalized) is 0.644.